This data is from Forward reaction prediction with 1.9M reactions from USPTO patents (1976-2016). The task is: Predict the product of the given reaction. (1) Given the reactants C(OC(=O)N(CC)CC1C=NC=C(C2C=C3C(=CC=2)N(C2CCCCO2)N=C3C=O)C=1C)(C)(C)C.CC(=O)C(=O)C.C([O-])(=O)C.[NH4+].[C:47]([O:51][C:52](=[O:88])[N:53]([CH2:86][CH3:87])[CH2:54][C:55]1[CH:56]=[N:57][CH:58]=[C:59]([C:62]2[CH:63]=[C:64]3[C:68](=[CH:69][CH:70]=2)[N:67]([CH:71]2[CH2:76][CH2:75][CH2:74][CH2:73][O:72]2)[N:66]=[C:65]3[C:77]2[NH:81][C:80]3[CH2:82]CC[CH2:85][C:79]=3[N:78]=2)[C:60]=1[CH3:61])([CH3:50])([CH3:49])[CH3:48], predict the reaction product. The product is: [C:47]([O:51][C:52](=[O:88])[N:53]([CH2:54][C:55]1[CH:56]=[N:57][CH:58]=[C:59]([C:62]2[CH:63]=[C:64]3[C:68](=[CH:69][CH:70]=2)[N:67]([CH:71]2[CH2:76][CH2:75][CH2:74][CH2:73][O:72]2)[N:66]=[C:65]3[C:77]2[NH:81][C:80]([CH3:82])=[C:79]([CH3:85])[N:78]=2)[C:60]=1[CH3:61])[CH2:86][CH3:87])([CH3:50])([CH3:49])[CH3:48]. (2) Given the reactants [NH2:1][C:2]1[N:7]=[CH:6][C:5]([S:8]([C:11]2[CH:12]=[C:13]([C:18]([NH2:20])=[O:19])[S:14][C:15]=2[S:16][CH3:17])(=[O:10])=[O:9])=[CH:4][C:3]=1Br.[C:22]1([CH3:37])[CH:27]=[CH:26][CH:25]=[CH:24][C:23]=1C1C=CC=CC=1B(O)O.C([O-])([O-])=O.[Na+].[Na+].C(O)C, predict the reaction product. The product is: [NH2:1][C:2]1[N:7]=[CH:6][C:5]([S:8]([C:11]2[CH:12]=[C:13]([C:18]([NH2:20])=[O:19])[S:14][C:15]=2[S:16][CH3:17])(=[O:10])=[O:9])=[CH:4][C:3]=1[C:23]1[CH:24]=[CH:25][CH:26]=[CH:27][C:22]=1[CH3:37]. (3) Given the reactants Cl.Cl.[F:3][C:4]1[C:5]([C:16]2[CH:21]=[CH:20][CH:19]=[CH:18][CH:17]=2)=[C:6]([N:10]2[CH2:15][CH2:14][NH:13][CH2:12][CH2:11]2)[CH:7]=[N:8][CH:9]=1.[CH2:22]1[CH2:26][O:25][CH2:24][CH2:23]1.CCN(C(C)C)C(C)C.C1(C(Cl)=O)CC1, predict the reaction product. The product is: [CH:22]1([C:26]([N:13]2[CH2:14][CH2:15][N:10]([C:6]3[CH:7]=[N:8][CH:9]=[C:4]([F:3])[C:5]=3[C:16]3[CH:21]=[CH:20][CH:19]=[CH:18][CH:17]=3)[CH2:11][CH2:12]2)=[O:25])[CH2:23][CH2:24]1. (4) Given the reactants [S:1]1[C:5]2[CH:6]=[CH:7][CH:8]=[CH:9][C:4]=2[N:3]=[CH:2]1.C([Li])CCC.CCCCCC.[CH3:21][N:22]([CH3:36])[C:23]1([C:30]2[CH:35]=[CH:34][CH:33]=[CH:32][CH:31]=2)[CH2:28][CH2:27][C:26](=[O:29])[CH2:25][CH2:24]1, predict the reaction product. The product is: [S:1]1[C:5]2[CH:6]=[CH:7][CH:8]=[CH:9][C:4]=2[N:3]=[C:2]1[C:26]1([OH:29])[CH2:27][CH2:28][C:23]([N:22]([CH3:21])[CH3:36])([C:30]2[CH:35]=[CH:34][CH:33]=[CH:32][CH:31]=2)[CH2:24][CH2:25]1. (5) Given the reactants Br[CH2:2][C:3](=O)[C:4]([O:6][CH2:7][CH3:8])=[O:5].[NH2:10][C:11]1[CH:12]=[N:13][CH:14]=[CH:15][N:16]=1, predict the reaction product. The product is: [N:10]1[C:3]([C:4]([O:6][CH2:7][CH3:8])=[O:5])=[CH:2][N:16]2[CH:15]=[CH:14][N:13]=[CH:12][C:11]=12. (6) Given the reactants [OH:1][C:2]1[CH:7]=[CH:6][C:5]([CH2:8][C:9]([O:11][CH2:12][CH3:13])=[O:10])=[CH:4][CH:3]=1.S(Cl)([Cl:17])(=O)=O.C(OCC)C, predict the reaction product. The product is: [Cl:17][C:7]1[CH:6]=[C:5]([CH2:8][C:9]([O:11][CH2:12][CH3:13])=[O:10])[CH:4]=[CH:3][C:2]=1[OH:1]. (7) Given the reactants [H-].[Na+].[CH2:3]([O:10][C:11]1[CH:12]=[C:13]2[C:17](=[CH:18][CH:19]=1)[NH:16][CH:15]=[CH:14]2)[C:4]1[CH:9]=[CH:8][CH:7]=[CH:6][CH:5]=1.Br[CH:21]([CH2:23][CH2:24][CH3:25])[CH3:22], predict the reaction product. The product is: [CH2:3]([O:10][C:11]1[CH:12]=[C:13]2[C:17](=[CH:18][CH:19]=1)[N:16]([CH:21]([CH2:23][CH2:24][CH3:25])[CH3:22])[CH:15]=[CH:14]2)[C:4]1[CH:5]=[CH:6][CH:7]=[CH:8][CH:9]=1.